Task: Predict which catalyst facilitates the given reaction.. Dataset: Catalyst prediction with 721,799 reactions and 888 catalyst types from USPTO (1) Reactant: S(=O)(O)[O-].[Na+].[NH2:6][C:7]1[C:16]([NH2:17])=[CH:15][CH:14]=[C:13]([O:18][CH3:19])[C:8]=1[C:9]([O:11][CH3:12])=[O:10].[CH:20](=O)[C:21]1[CH:26]=[CH:25][CH:24]=[CH:23][CH:22]=1. Product: [CH3:19][O:18][C:13]1[CH:14]=[CH:15][C:16]2[NH:17][C:20]([C:21]3[CH:26]=[CH:25][CH:24]=[CH:23][CH:22]=3)=[N:6][C:7]=2[C:8]=1[C:9]([O:11][CH3:12])=[O:10]. The catalyst class is: 8. (2) Reactant: C([O:3][C:4](=[O:28])[C:5]1([CH2:27][CH2:26][CH2:25][CH2:24]1)[NH:6][C:7]([C:9]1[CH:18]=[C:17]2[C:12]([C:13]([Cl:23])=[CH:14][N:15]=[C:16]2[NH:19][C:20]([NH2:22])=[NH:21])=[CH:11][CH:10]=1)=[O:8])C.[OH-].[Na+].Cl. Product: [Cl:23][C:13]1[C:12]2[C:17](=[CH:18][C:9]([C:7]([NH:6][C:5]3([C:4]([OH:28])=[O:3])[CH2:27][CH2:26][CH2:25][CH2:24]3)=[O:8])=[CH:10][CH:11]=2)[C:16]([NH:19][C:20]([NH2:22])=[NH:21])=[N:15][CH:14]=1. The catalyst class is: 12. (3) Reactant: [CH2:1]([NH:3][C:4]([C:6]1[C:15]2[C:10](=[CH:11][CH:12]=[C:13]([F:16])[CH:14]=2)[N:9]=[C:8]([C@@H:17]([NH:19]C(=O)OC(C)(C)C)[CH3:18])[C:7]=1[C:27]1[CH:32]=[CH:31][CH:30]=[CH:29][N:28]=1)=[O:5])[CH3:2].Cl.O1CCOCC1.N[C@H](C1C(C2C=CC=CN=2)=C(C(NCC)=O)C2C(=CC=C(F)C=2)N=1)C.CCN(C(C)C)C(C)C.[NH2:74][C:75]1[C:80]([C:81]#[N:82])=[C:79](Cl)[N:78]=[CH:77][N:76]=1. Product: [NH2:74][C:75]1[N:76]=[CH:77][N:78]=[C:79]([NH:19][C@H:17]([C:8]2[C:7]([C:27]3[CH:32]=[CH:31][CH:30]=[CH:29][N:28]=3)=[C:6]([C:4]([NH:3][CH2:1][CH3:2])=[O:5])[C:15]3[C:10](=[CH:11][CH:12]=[C:13]([F:16])[CH:14]=3)[N:9]=2)[CH3:18])[C:80]=1[C:81]#[N:82]. The catalyst class is: 3. (4) Reactant: [OH:1][CH2:2][C:3](=[O:5])[CH3:4].[CH3:6][Li].[Cl:8][C:9]1[CH:14]=[C:13](Cl)[N:12]=[CH:11][N:10]=1.[Cl-].[NH4+]. The catalyst class is: 7. Product: [Cl:8][C:9]1[CH:14]=[C:13]([O:1][CH2:2][C:3]([OH:5])([CH3:6])[CH3:4])[N:12]=[CH:11][N:10]=1. (5) Reactant: [F:1][C:2]1[CH:3]=[C:4]([CH:10]=[CH:11][C:12]=1[C:13]#[C:14][CH2:15][CH2:16][CH2:17][CH2:18][C:19]1[CH:24]=[CH:23][CH:22]=[CH:21][CH:20]=1)[C:5](OCC)=[O:6].[H-].[H-].[H-].[H-].[Li+].[Al+3]. Product: [F:1][C:2]1[CH:3]=[C:4]([CH2:5][OH:6])[CH:10]=[CH:11][C:12]=1[C:13]#[C:14][CH2:15][CH2:16][CH2:17][CH2:18][C:19]1[CH:24]=[CH:23][CH:22]=[CH:21][CH:20]=1. The catalyst class is: 1.